Task: Predict the product of the given reaction.. Dataset: Forward reaction prediction with 1.9M reactions from USPTO patents (1976-2016) (1) Given the reactants [NH2:1][C:2]1[CH:7]=[CH:6][CH:5]=[CH:4][CH:3]=1.[CH3:8][O:9][C:10]1[C:11]([NH2:16])=[CH:12][CH:13]=[CH:14][CH:15]=1.[ClH:17], predict the reaction product. The product is: [ClH:17].[NH2:1][C:2]1[CH:7]=[CH:6][CH:5]=[CH:4][CH:3]=1.[ClH:17].[CH3:8][O:9][C:10]1[C:11]([NH2:16])=[CH:12][CH:13]=[CH:14][CH:15]=1. (2) Given the reactants [CH3:1][O:2][C:3](=[O:34])[C@@H:4]([NH:14][C:15]([C:17]1[S:21][C:20]([NH:22][C:23]([O:25]C(C)(C)C)=[O:24])=[N:19][C:18]=1[C:30]([F:33])([F:32])[F:31])=[O:16])[CH2:5][NH:6][C:7](OC(C)(C)C)=[O:8].Cl.O1CCOC[CH2:37]1.CN(C(ON1N=NC2C=C[CH:55]=[CH:56][C:51]1=2)=[N+](C)C)C.F[P-](F)(F)(F)(F)F.C1C=CC2N(O)N=NC=2C=1.[S:76]1[CH:80]=[CH:79][CH:78]=[C:77]1C(O)=O.C(N(CC)CC)C, predict the reaction product. The product is: [CH3:1][O:2][C:3](=[O:34])[C@@H:4]([NH:14][C:15]([C:17]1[S:21][C:20]([NH:22][C:23]([O:25][C:56]([CH3:55])([CH3:51])[CH3:37])=[O:24])=[N:19][C:18]=1[C:30]([F:31])([F:32])[F:33])=[O:16])[CH2:5][NH:6][C:7]([C:80]1[S:76][CH:77]=[CH:78][CH:79]=1)=[O:8].